This data is from Forward reaction prediction with 1.9M reactions from USPTO patents (1976-2016). The task is: Predict the product of the given reaction. The product is: [O:15]=[C:13]1[CH:12]=[C:11]([CH:16]2[CH2:17][CH2:18][N:19]([C:22]([O:24][C:25]([CH3:28])([CH3:27])[CH3:26])=[O:23])[CH2:20][CH2:21]2)[N:5]2[N:6]=[C:7]3[C:3]([C:2]([C:30]4[S:29][CH:33]=[CH:32][CH:31]=4)=[CH:10][CH:9]=[CH:8]3)=[C:4]2[NH:14]1. Given the reactants Br[C:2]1[C:3]2[C:7]([CH:8]=[CH:9][CH:10]=1)=[N:6][N:5]1[C:11]([CH:16]3[CH2:21][CH2:20][N:19]([C:22]([O:24][C:25]([CH3:28])([CH3:27])[CH3:26])=[O:23])[CH2:18][CH2:17]3)=[CH:12][C:13](=[O:15])[NH:14][C:4]=21.[S:29]1[CH:33]=[CH:32][CH:31]=[C:30]1B(O)O.P([O-])([O-])([O-])=O.[K+].[K+].[K+], predict the reaction product.